This data is from Reaction yield outcomes from USPTO patents with 853,638 reactions. The task is: Predict the reaction yield, written as a fraction of the theoretical maximum amount of product (1.0 means a 100% yield; for example, 0.34 means a 34% yield). (1) The reactants are [OH-].[NH4+:2].[F:3][C:4]1[C:12]([F:13])=[C:11](F)[C:10]([N+:15]([O-:17])=[O:16])=[CH:9][C:5]=1[C:6]([OH:8])=[O:7].Cl. The catalyst is O. The yield is 0.950. The product is [NH2:2][C:11]1[C:10]([N+:15]([O-:17])=[O:16])=[CH:9][C:5]([C:6]([OH:8])=[O:7])=[C:4]([F:3])[C:12]=1[F:13]. (2) The reactants are [F:1][C:2]1[CH:7]=[CH:6][C:5]([N:8]2[C:17]3[N:16]([CH3:18])[CH2:15][CH2:14][O:13][C:12]=3[CH:11]=[C:10]([C:19]([OH:21])=O)[C:9]2=[O:22])=[CH:4][CH:3]=1.C(N(C(C)C)CC)(C)C.CN(C(ON1N=NC2C=CC=NC1=2)=[N+](C)C)C.F[P-](F)(F)(F)(F)F.[F:56][C:57]1[CH:58]=[C:59]([CH:61]=[CH:62][C:63]=1[O:64][C:65]1[CH:70]=[CH:69][N:68]=[C:67]([NH2:71])[C:66]=1[Cl:72])[NH2:60]. The catalyst is CN(C=O)C.O. The product is [NH2:71][C:67]1[C:66]([Cl:72])=[C:65]([O:64][C:63]2[CH:62]=[CH:61][C:59]([NH:60][C:19]([C:10]3[C:9](=[O:22])[N:8]([C:5]4[CH:6]=[CH:7][C:2]([F:1])=[CH:3][CH:4]=4)[C:17]4[N:16]([CH3:18])[CH2:15][CH2:14][O:13][C:12]=4[CH:11]=3)=[O:21])=[CH:58][C:57]=2[F:56])[CH:70]=[CH:69][N:68]=1. The yield is 0.500. (3) The reactants are [F:1][C:2]1[CH:7]=[CH:6][C:5]([N:8]2[C:12]([C:13]3[O:14]C=CC=3)=[CH:11][C:10]([C:18]([F:21])([F:20])[F:19])=[N:9]2)=[CH:4][C:3]=1[C:22]#[N:23].C(Cl)(Cl)(Cl)Cl.I([O-])(=O)(=O)=[O:30].[Na+]. The catalyst is C(#N)C.O.[Ru](Cl)(Cl)Cl. The product is [F:1][C:2]1[CH:7]=[CH:6][C:5]([N:8]2[C:12]([C:13]([OH:30])=[O:14])=[CH:11][C:10]([C:18]([F:21])([F:20])[F:19])=[N:9]2)=[CH:4][C:3]=1[C:22]#[N:23]. The yield is 0.640. (4) The reactants are [C:1]([C:5]1[CH:10]=[C:9]([Br:11])[C:8]([N+:12]([O-])=O)=[CH:7][C:6]=1[OH:15])([CH3:4])([CH3:3])[CH3:2]. The catalyst is CO.[Ni]. The product is [C:1]([C:5]1[CH:10]=[C:9]([Br:11])[C:8]([NH2:12])=[CH:7][C:6]=1[OH:15])([CH3:4])([CH3:2])[CH3:3]. The yield is 0.700. (5) The reactants are C(OC(=O)[NH:10][CH:11]([CH2:42][C:43]1[CH:48]=[CH:47][CH:46]=[CH:45][CH:44]=1)[CH:12]([OH:41])[CH2:13][N:14]([CH2:28][C:29]1[CH:34]=[CH:33][C:32]([C:35]2[CH:40]=[CH:39][CH:38]=[CH:37][N:36]=2)=[CH:31][CH:30]=1)[NH:15][C:16](=[O:27])[CH:17]([NH:22][C:23]([O:25][CH3:26])=[O:24])[C:18]([CH3:21])([CH3:20])[CH3:19])C1C=CC=CC=1. The catalyst is C(O)C.[Pd]. The product is [CH3:26][O:25][C:23](=[O:24])[NH:22][CH:17]([C:16]([NH:15][N:14]([CH2:13][CH:12]([OH:41])[CH:11]([NH2:10])[CH2:42][C:43]1[CH:44]=[CH:45][CH:46]=[CH:47][CH:48]=1)[CH2:28][C:29]1[CH:34]=[CH:33][C:32]([C:35]2[CH:40]=[CH:39][CH:38]=[CH:37][N:36]=2)=[CH:31][CH:30]=1)=[O:27])[C:18]([CH3:21])([CH3:20])[CH3:19]. The yield is 0.700. (6) The reactants are [O:1]=[C:2]([CH3:17])[CH2:3][C:4]1[CH:16]=[CH:15][C:7]([O:8][CH2:9][C:10]([O:12]CC)=[O:11])=[CH:6][CH:5]=1.O.[OH-].[Li+]. The catalyst is C1COCC1. The product is [O:1]=[C:2]([CH3:17])[CH2:3][C:4]1[CH:16]=[CH:15][C:7]([O:8][CH2:9][C:10]([OH:12])=[O:11])=[CH:6][CH:5]=1. The yield is 0.570. (7) The reactants are [NH2:1][C:2]1[C:10]([O:11][CH3:12])=[CH:9][CH:8]=[CH:7][C:3]=1[C:4](O)=[O:5].CC[N:15](C(C)C)C(C)C.N.CO.CCN=C=NCCCN(C)C.ON1C2C=CC=CC=2N=N1. The catalyst is CN(C=O)C.O. The product is [NH2:1][C:2]1[C:10]([O:11][CH3:12])=[CH:9][CH:8]=[CH:7][C:3]=1[C:4]([NH2:15])=[O:5]. The yield is 0.760. (8) The reactants are [CH2:1](Br)[C:2]1[CH:7]=[CH:6][CH:5]=[CH:4][CH:3]=1.C(=O)([O-])[O-].[K+].[K+].[C:15]([O:19][C:20]([N:22]1[CH2:30][CH2:29][CH2:28][CH:24]([C:25]([OH:27])=[O:26])[CH2:23]1)=[O:21])([CH3:18])([CH3:17])[CH3:16].O. The catalyst is CN(C)C=O. The product is [C:15]([O:19][C:20]([N:22]1[CH2:30][CH2:29][CH2:28][CH:24]([C:25]([O:27][CH2:1][C:2]2[CH:7]=[CH:6][CH:5]=[CH:4][CH:3]=2)=[O:26])[CH2:23]1)=[O:21])([CH3:18])([CH3:16])[CH3:17]. The yield is 0.960. (9) The reactants are CC1(C)[O:6][CH:5]([CH2:7][O:8][NH:9][C:10]([C:12]2[C:13]3[CH2:31][CH2:30][CH2:29][C:14]=3[C:15](=[O:28])[N:16]([CH3:27])[C:17]=2[NH:18][C:19]2[CH:24]=[CH:23][C:22]([I:25])=[CH:21][C:20]=2[F:26])=[O:11])[CH2:4][O:3]1.Cl. The catalyst is CO.O. The product is [OH:6][CH:5]([CH2:4][OH:3])[CH2:7][O:8][NH:9][C:10]([C:12]1[C:13]2[CH2:31][CH2:30][CH2:29][C:14]=2[C:15](=[O:28])[N:16]([CH3:27])[C:17]=1[NH:18][C:19]1[CH:24]=[CH:23][C:22]([I:25])=[CH:21][C:20]=1[F:26])=[O:11]. The yield is 0.0300. (10) The reactants are Br[C:2]1[CH:3]=[C:4]([N:22]([CH2:29][CH3:30])[CH:23]2[CH2:28][CH2:27][O:26][CH2:25][CH2:24]2)[C:5]([CH3:21])=[C:6]([CH:20]=1)[C:7]([NH:9][CH2:10][C:11]1[C:12](=[O:19])[NH:13][C:14]([CH3:18])=[CH:15][C:16]=1[CH3:17])=[O:8].[CH3:31][N:32]1[CH:36]=[C:35](B(O)O)[CH:34]=[N:33]1.C([O-])([O-])=O.[Na+].[Na+]. The catalyst is O1CCOCC1.O.C1C=CC([P]([Pd]([P](C2C=CC=CC=2)(C2C=CC=CC=2)C2C=CC=CC=2)([P](C2C=CC=CC=2)(C2C=CC=CC=2)C2C=CC=CC=2)[P](C2C=CC=CC=2)(C2C=CC=CC=2)C2C=CC=CC=2)(C2C=CC=CC=2)C2C=CC=CC=2)=CC=1. The product is [CH3:17][C:16]1[CH:15]=[C:14]([CH3:18])[NH:13][C:12](=[O:19])[C:11]=1[CH2:10][NH:9][C:7](=[O:8])[C:6]1[CH:20]=[C:2]([C:35]2[CH:34]=[N:33][N:32]([CH3:31])[CH:36]=2)[CH:3]=[C:4]([N:22]([CH2:29][CH3:30])[CH:23]2[CH2:28][CH2:27][O:26][CH2:25][CH2:24]2)[C:5]=1[CH3:21]. The yield is 0.500.